From a dataset of Reaction yield outcomes from USPTO patents with 853,638 reactions. Predict the reaction yield, written as a fraction of the theoretical maximum amount of product (1.0 means a 100% yield; for example, 0.34 means a 34% yield). (1) The reactants are [CH2:1]([O:3][C:4]1[CH:13]=[CH:12][C:11]2[C:6](=[CH:7][CH:8]=[CH:9][CH:10]=2)[C:5]=1[C:14]([OH:16])=O)[CH3:2].CCN(C(C)C)C(C)C.Cl.[CH2:27]1[C:39]2[C:38]3[CH:37]=[CH:36][CH:35]=[CH:34][C:33]=3[N:32]([CH2:40][C:41]([O:43][CH2:44][CH3:45])=[O:42])[C:31]=2[CH2:30][CH2:29][NH:28]1. The catalyst is C1COCC1.CN(C=O)C. The product is [CH2:1]([O:3][C:4]1[CH:13]=[CH:12][C:11]2[C:6](=[CH:7][CH:8]=[CH:9][CH:10]=2)[C:5]=1[C:14]([N:28]1[CH2:29][CH2:30][C:31]2[N:32]([CH2:40][C:41]([O:43][CH2:44][CH3:45])=[O:42])[C:33]3[CH:34]=[CH:35][CH:36]=[CH:37][C:38]=3[C:39]=2[CH2:27]1)=[O:16])[CH3:2]. The yield is 0.930. (2) The reactants are C(OC1CCN([C:11]2[CH:16]=[CH:15][C:14]([B:17]3[O:21][C:20]([CH3:23])([CH3:22])[C:19]([CH3:25])([CH3:24])[O:18]3)=[CH:13][CH:12]=2)CC1)(=O)C.BrC1C=CC([CH:33]2[CH2:38][CH2:37][N:36]([C:39]([O:41][C:42]([CH3:45])([CH3:44])[CH3:43])=[O:40])[CH2:35][CH2:34]2)=CC=1. No catalyst specified. The product is [CH3:23][C:20]1([CH3:22])[C:19]([CH3:24])([CH3:25])[O:18][B:17]([C:14]2[CH:13]=[CH:12][C:11]([CH:33]3[CH2:38][CH2:37][N:36]([C:39]([O:41][C:42]([CH3:45])([CH3:44])[CH3:43])=[O:40])[CH2:35][CH2:34]3)=[CH:16][CH:15]=2)[O:21]1. The yield is 0.800. (3) The reactants are [I:1][C:2]1[CH:3]=[C:4]2[C:8](=[CH:9][CH:10]=1)[NH:7][CH:6]=[CH:5]2.[C:11](O[C:11]([O:13][C:14]([CH3:17])([CH3:16])[CH3:15])=[O:12])([O:13][C:14]([CH3:17])([CH3:16])[CH3:15])=[O:12]. The catalyst is C(Cl)Cl.CN(C)C1C=CN=CC=1. The product is [C:14]([O:13][C:11]([N:7]1[C:8]2[C:4](=[CH:3][C:2]([I:1])=[CH:10][CH:9]=2)[CH:5]=[CH:6]1)=[O:12])([CH3:17])([CH3:16])[CH3:15]. The yield is 0.910. (4) The reactants are [NH2:1][C:2]1[C:7]2=[CH:8][CH:9]=[C:10]([C:11]3[CH2:12][CH2:13][N:14]([C:17]([O:19][C:20]([CH3:23])([CH3:22])[CH3:21])=[O:18])[CH2:15][CH:16]=3)[N:6]2[N:5]=[CH:4][N:3]=1. The catalyst is C(O)(=O)C.[Pt](=O)=O. The product is [NH2:1][C:2]1[C:7]2=[CH:8][CH:9]=[C:10]([CH:11]3[CH2:16][CH2:15][N:14]([C:17]([O:19][C:20]([CH3:23])([CH3:22])[CH3:21])=[O:18])[CH2:13][CH2:12]3)[N:6]2[N:5]=[CH:4][N:3]=1. The yield is 1.00. (5) The reactants are [Cl:1][C:2]1[CH:7]=[CH:6][C:5]([N:8]=[C:9]=[O:10])=[CH:4][CH:3]=1.Cl.[NH2:12][CH2:13][C:14]1[CH:22]=[CH:21][CH:20]=[C:19]2[C:15]=1[CH2:16][N:17]([CH:24]1[CH2:29][CH2:28][C:27](=[O:30])[NH:26][C:25]1=[O:31])[C:18]2=[O:23].C(N(CC)CC)C. The catalyst is C1COCC1. The product is [Cl:1][C:2]1[CH:7]=[CH:6][C:5]([NH:8][C:9]([NH:12][CH2:13][C:14]2[CH:22]=[CH:21][CH:20]=[C:19]3[C:15]=2[CH2:16][N:17]([CH:24]2[CH2:29][CH2:28][C:27](=[O:30])[NH:26][C:25]2=[O:31])[C:18]3=[O:23])=[O:10])=[CH:4][CH:3]=1. The yield is 0.730. (6) The reactants are [C:1]([C:5]1[C:6]([N+:17]([O-])=O)=[C:7]([OH:16])[C:8]([OH:15])=[C:9]([C:11]([CH3:14])([CH3:13])[CH3:12])[CH:10]=1)([CH3:4])([CH3:3])[CH3:2]. The catalyst is CCO.[Pd]. The yield is 0.330. The product is [C:1]([C:5]1[C:6]([NH2:17])=[C:7]([OH:16])[C:8]([OH:15])=[C:9]([C:11]([CH3:14])([CH3:13])[CH3:12])[CH:10]=1)([CH3:4])([CH3:2])[CH3:3]. (7) The reactants are [F:1][C:2]([F:10])([F:9])[CH:3]([OH:8])[C:4]([F:7])([F:6])[F:5].Cl[C:12](Cl)([O:14]C(=O)OC(Cl)(Cl)Cl)Cl.C(N(CC)C(C)C)(C)C.[Cl:32][C:33]1[CH:38]=[CH:37][CH:36]=[C:35]([N:39]2[CH2:43][CH2:42][CH2:41][CH2:40]2)[C:34]=1[CH2:44][N:45]1[CH2:50][CH2:49][NH:48][CH2:47][CH2:46]1. The catalyst is O.ClCCl. The product is [F:1][C:2]([F:10])([F:9])[CH:3]([O:8][C:12]([N:48]1[CH2:47][CH2:46][N:45]([CH2:44][C:34]2[C:35]([N:39]3[CH2:40][CH2:41][CH2:42][CH2:43]3)=[CH:36][CH:37]=[CH:38][C:33]=2[Cl:32])[CH2:50][CH2:49]1)=[O:14])[C:4]([F:7])([F:6])[F:5]. The yield is 0.330. (8) The reactants are C(=O)([O-])[O-].[K+].[K+].[Cl:7][C:8]1[CH:9]=[C:10]([CH:15]=[CH:16][N:17]=1)[C:11]([O:13][CH3:14])=[O:12].[CH3:18][C:19]1[CH:24]=[C:23]([C:25]([F:28])([F:27])[F:26])[CH:22]=[CH:21][C:20]=1B(O)O.Cl. The catalyst is C(Cl)Cl.Cl[Pd]Cl.CO. The product is [ClH:7].[CH3:18][C:19]1[CH:24]=[C:23]([C:25]([F:26])([F:27])[F:28])[CH:22]=[CH:21][C:20]=1[C:8]1[CH:9]=[C:10]([CH:15]=[CH:16][N:17]=1)[C:11]([O:13][CH3:14])=[O:12]. The yield is 0.860. (9) The reactants are [OH:1][C:2]1[CH:7]=[CH:6][C:5]([CH2:8][CH2:9][C:10]([O:12][CH2:13][C:14]2[CH:19]=[CH:18][CH:17]=[CH:16][CH:15]=2)=[O:11])=[CH:4][CH:3]=1.N1C=CN=C1.[C:25]([Si:29](Cl)([CH3:31])[CH3:30])([CH3:28])([CH3:27])[CH3:26]. The catalyst is ClCCl.O. The product is [Si:29]([O:1][C:2]1[CH:3]=[CH:4][C:5]([CH2:8][CH2:9][C:10]([O:12][CH2:13][C:14]2[CH:15]=[CH:16][CH:17]=[CH:18][CH:19]=2)=[O:11])=[CH:6][CH:7]=1)([C:25]([CH3:28])([CH3:27])[CH3:26])([CH3:31])[CH3:30]. The yield is 0.950. (10) The reactants are [CH2:1]([N:3]([CH2:27][CH3:28])[C:4]1[C:5]([N+:24]([O-])=O)=[CH:6][C:7]([N+:21]([O-])=O)=[C:8]([NH:10][C:11](=O)[C:12]2[CH:17]=[CH:16][CH:15]=[CH:14][C:13]=2[O:18][CH3:19])[CH:9]=1)[CH3:2].C([O-])=O.[NH4+]. The catalyst is O1CCOCC1.CO.[Pd]. The product is [NH2:24][C:5]1[C:4]([N:3]([CH2:27][CH3:28])[CH2:1][CH3:2])=[CH:9][C:8]2[NH:10][C:11]([C:12]3[CH:17]=[CH:16][CH:15]=[CH:14][C:13]=3[O:18][CH3:19])=[N:21][C:7]=2[CH:6]=1. The yield is 0.610.